From a dataset of NCI-60 drug combinations with 297,098 pairs across 59 cell lines. Regression. Given two drug SMILES strings and cell line genomic features, predict the synergy score measuring deviation from expected non-interaction effect. (1) Drug 1: CC12CCC3C(C1CCC2=O)CC(=C)C4=CC(=O)C=CC34C. Drug 2: CN(C(=O)NC(C=O)C(C(C(CO)O)O)O)N=O. Cell line: M14. Synergy scores: CSS=43.3, Synergy_ZIP=-0.236, Synergy_Bliss=-1.15, Synergy_Loewe=0.0331, Synergy_HSA=-0.696. (2) Drug 2: C1CN1C2=NC(=NC(=N2)N3CC3)N4CC4. Synergy scores: CSS=40.2, Synergy_ZIP=-0.618, Synergy_Bliss=1.01, Synergy_Loewe=-2.55, Synergy_HSA=4.89. Drug 1: C1CC(C1)(C(=O)O)C(=O)O.[NH2-].[NH2-].[Pt+2]. Cell line: LOX IMVI. (3) Drug 1: CC1C(C(=O)NC(C(=O)N2CCCC2C(=O)N(CC(=O)N(C(C(=O)O1)C(C)C)C)C)C(C)C)NC(=O)C3=C4C(=C(C=C3)C)OC5=C(C(=O)C(=C(C5=N4)C(=O)NC6C(OC(=O)C(N(C(=O)CN(C(=O)C7CCCN7C(=O)C(NC6=O)C(C)C)C)C)C(C)C)C)N)C. Drug 2: CN1C2=C(C=C(C=C2)N(CCCl)CCCl)N=C1CCCC(=O)O.Cl. Cell line: HCC-2998. Synergy scores: CSS=21.9, Synergy_ZIP=-3.30, Synergy_Bliss=0.561, Synergy_Loewe=-15.4, Synergy_HSA=-0.103. (4) Drug 1: CCN(CC)CCNC(=O)C1=C(NC(=C1C)C=C2C3=C(C=CC(=C3)F)NC2=O)C. Drug 2: COCCOC1=C(C=C2C(=C1)C(=NC=N2)NC3=CC=CC(=C3)C#C)OCCOC. Cell line: NCI-H460. Synergy scores: CSS=36.5, Synergy_ZIP=-3.66, Synergy_Bliss=3.60, Synergy_Loewe=7.26, Synergy_HSA=8.93. (5) Drug 1: CC1C(C(CC(O1)OC2CC(CC3=C2C(=C4C(=C3O)C(=O)C5=C(C4=O)C(=CC=C5)OC)O)(C(=O)C)O)N)O.Cl. Drug 2: C#CCC(CC1=CN=C2C(=N1)C(=NC(=N2)N)N)C3=CC=C(C=C3)C(=O)NC(CCC(=O)O)C(=O)O. Cell line: IGROV1. Synergy scores: CSS=18.3, Synergy_ZIP=-4.99, Synergy_Bliss=-2.69, Synergy_Loewe=-2.46, Synergy_HSA=-2.63. (6) Drug 1: C1=NC(=NC(=O)N1C2C(C(C(O2)CO)O)O)N. Drug 2: C1CCC(C(C1)N)N.C(=O)(C(=O)[O-])[O-].[Pt+4]. Cell line: DU-145. Synergy scores: CSS=42.4, Synergy_ZIP=-6.19, Synergy_Bliss=-2.34, Synergy_Loewe=0.700, Synergy_HSA=3.45. (7) Drug 2: CCC1(C2=C(COC1=O)C(=O)N3CC4=CC5=C(C=CC(=C5CN(C)C)O)N=C4C3=C2)O.Cl. Drug 1: CC1C(C(=O)NC(C(=O)N2CCCC2C(=O)N(CC(=O)N(C(C(=O)O1)C(C)C)C)C)C(C)C)NC(=O)C3=C4C(=C(C=C3)C)OC5=C(C(=O)C(=C(C5=N4)C(=O)NC6C(OC(=O)C(N(C(=O)CN(C(=O)C7CCCN7C(=O)C(NC6=O)C(C)C)C)C)C(C)C)C)N)C. Synergy scores: CSS=20.3, Synergy_ZIP=-4.30, Synergy_Bliss=-1.83, Synergy_Loewe=-4.80, Synergy_HSA=-1.89. Cell line: NCI-H322M. (8) Drug 1: C1CCC(C1)C(CC#N)N2C=C(C=N2)C3=C4C=CNC4=NC=N3. Drug 2: C(CN)CNCCSP(=O)(O)O. Cell line: HS 578T. Synergy scores: CSS=1.56, Synergy_ZIP=4.99, Synergy_Bliss=7.33, Synergy_Loewe=0.809, Synergy_HSA=1.25. (9) Drug 1: C1CC(CCC1OC2=C(C(=CC=C2)Cl)F)(CC3=NC(=CC=C3)NC4=NC=CS4)C(=O)O. Drug 2: CC1CCC2CC(C(=CC=CC=CC(CC(C(=O)C(C(C(=CC(C(=O)CC(OC(=O)C3CCCCN3C(=O)C(=O)C1(O2)O)C(C)CC4CCC(C(C4)OC)OP(=O)(C)C)C)C)O)OC)C)C)C)OC. Cell line: NCI-H460. Synergy scores: CSS=21.1, Synergy_ZIP=-2.68, Synergy_Bliss=-5.29, Synergy_Loewe=-3.17, Synergy_HSA=-3.02.